From a dataset of Forward reaction prediction with 1.9M reactions from USPTO patents (1976-2016). Predict the product of the given reaction. (1) Given the reactants [Cl:1][C:2]1[CH:3]=[C:4]([CH:27]=[CH:28][CH:29]=1)[C:5]([C:7]1[CH:16]=[CH:15][CH:14]=[C:13]2[C:8]=1[NH:9][CH2:10][CH2:11][N:12]2[C:17]([O:19][CH2:20][C:21]1[CH:26]=[CH:25][CH:24]=[CH:23][CH:22]=1)=[O:18])=[O:6].N1C=CC=CC=1.[Br:36][CH2:37][C:38](Br)=[O:39], predict the reaction product. The product is: [Br:36][CH2:37][C:38]([N:9]1[C:8]2[C:13](=[CH:14][CH:15]=[CH:16][C:7]=2[C:5](=[O:6])[C:4]2[CH:27]=[CH:28][CH:29]=[C:2]([Cl:1])[CH:3]=2)[N:12]([C:17]([O:19][CH2:20][C:21]2[CH:22]=[CH:23][CH:24]=[CH:25][CH:26]=2)=[O:18])[CH2:11][CH2:10]1)=[O:39]. (2) Given the reactants [C:1]([C:3]1[C:7]2[CH2:8][C@@H:9]3[C@@H:14]([CH2:15][C:6]=2[S:5][C:4]=1[N:32](C)[C:33](=O)OC(C)(C)C)[N:13]([CH3:16])[CH2:12][C@H:11]([C:17]([N:19]([C:23](=[O:31])[NH:24][CH2:25][CH2:26][CH2:27][N:28]([CH3:30])[CH3:29])[CH2:20][CH2:21][CH3:22])=[O:18])[CH2:10]3)#[N:2].C(OCC)(=O)C.[ClH:47], predict the reaction product. The product is: [ClH:47].[ClH:47].[C:1]([C:3]1[C:7]2[CH2:8][C@@H:9]3[C@@H:14]([CH2:15][C:6]=2[S:5][C:4]=1[NH:32][CH3:33])[N:13]([CH3:16])[CH2:12][C@H:11]([C:17]([N:19]([CH2:20][CH2:21][CH3:22])[C:23]([NH:24][CH2:25][CH2:26][CH2:27][N:28]([CH3:30])[CH3:29])=[O:31])=[O:18])[CH2:10]3)#[N:2]. (3) Given the reactants [CH3:1][O:2][C:3]1[CH:20]=[CH:19][C:6]([CH2:7][C:8]2[O:9][C:10]([C:12]3[C:17]([CH:18]=2)=[CH:16][CH:15]=[CH:14][CH:13]=3)=O)=[CH:5][CH:4]=1.[NH3:21], predict the reaction product. The product is: [CH3:1][O:2][C:3]1[CH:20]=[CH:19][C:6]([CH2:7][C:8]2[NH:21][C:10](=[O:9])[C:12]3[C:17]([CH:18]=2)=[CH:16][CH:15]=[CH:14][CH:13]=3)=[CH:5][CH:4]=1.